From a dataset of Forward reaction prediction with 1.9M reactions from USPTO patents (1976-2016). Predict the product of the given reaction. Given the reactants [CH3:1][O:2][C:3]1[S:7][C:6]([C:8]([O:10]CC)=[O:9])=[N:5][CH:4]=1.C1COCC1, predict the reaction product. The product is: [CH3:1][O:2][C:3]1[S:7][C:6]([C:8]([OH:10])=[O:9])=[N:5][CH:4]=1.